From a dataset of Peptide-MHC class I binding affinity with 185,985 pairs from IEDB/IMGT. Regression. Given a peptide amino acid sequence and an MHC pseudo amino acid sequence, predict their binding affinity value. This is MHC class I binding data. (1) The MHC is HLA-A02:01 with pseudo-sequence HLA-A02:01. The binding affinity (normalized) is 0.0847. The peptide sequence is AITTSNCAK. (2) The peptide sequence is MTACGRIVV. The MHC is HLA-C12:03 with pseudo-sequence HLA-C12:03. The binding affinity (normalized) is 0.500. (3) The peptide sequence is GADTSEVHW. The MHC is HLA-B58:01 with pseudo-sequence HLA-B58:01. The binding affinity (normalized) is 0.612. (4) The peptide sequence is RPLMESELV. The MHC is HLA-B07:02 with pseudo-sequence HLA-B07:02. The binding affinity (normalized) is 0.167. (5) The binding affinity (normalized) is 0.962. The peptide sequence is MIAAYTAAL. The MHC is HLA-A02:03 with pseudo-sequence HLA-A02:03. (6) The peptide sequence is LALKVVSDV. The MHC is Mamu-A70103 with pseudo-sequence Mamu-A70103. The binding affinity (normalized) is 0.199. (7) The peptide sequence is TVMAFHLTTR. The MHC is HLA-A11:01 with pseudo-sequence HLA-A11:01. The binding affinity (normalized) is 0.567. (8) The peptide sequence is RESIVCYFM. The MHC is HLA-A02:01 with pseudo-sequence HLA-A02:01. The binding affinity (normalized) is 0.213. (9) The peptide sequence is EEIDWIKTD. The MHC is HLA-A30:01 with pseudo-sequence HLA-A30:01. The binding affinity (normalized) is 0.0847. (10) The peptide sequence is KVGSNIEEI. The MHC is H-2-Kb with pseudo-sequence H-2-Kb. The binding affinity (normalized) is 0.410.